The task is: Predict the product of the given reaction.. This data is from Forward reaction prediction with 1.9M reactions from USPTO patents (1976-2016). (1) Given the reactants [CH2:1]([O:8][C:9]1[CH:24]=[CH:23][C:22]([C:25]2[O:26][C:27]3[C:32]([C:33](=[O:43])[C:34]=2[O:35][CH2:36][C:37]2[CH:42]=[CH:41][CH:40]=[CH:39][CH:38]=2)=[C:31]([OH:44])[CH:30]=[C:29]([O:45][CH2:46][C:47]2[CH:52]=[CH:51][CH:50]=[CH:49][CH:48]=2)[CH:28]=3)=[CH:21][C:10]=1[O:11][CH2:12][P:13](=[O:20])([O:17]CC)[O:14]CC)[C:2]1[CH:7]=[CH:6][CH:5]=[CH:4][CH:3]=1.Br[Si](C)(C)C.CO, predict the reaction product. The product is: [CH2:1]([O:8][C:9]1[CH:24]=[CH:23][C:22]([C:25]2[O:26][C:27]3[C:32]([C:33](=[O:43])[C:34]=2[O:35][CH2:36][C:37]2[CH:42]=[CH:41][CH:40]=[CH:39][CH:38]=2)=[C:31]([OH:44])[CH:30]=[C:29]([O:45][CH2:46][C:47]2[CH:52]=[CH:51][CH:50]=[CH:49][CH:48]=2)[CH:28]=3)=[CH:21][C:10]=1[O:11][CH2:12][P:13](=[O:14])([OH:17])[OH:20])[C:2]1[CH:3]=[CH:4][CH:5]=[CH:6][CH:7]=1. (2) Given the reactants [Cl:1][C:2]1[CH:7]=[CH:6][C:5]([S:8]([N:11]([C:15]2[C:16]([C:22]([C:24]3[CH:29]=[CH:28][N:27]=[C:26]([N:30]4[CH2:35][CH2:34][O:33][CH2:32][CH2:31]4)[CH:25]=3)=[O:23])=[N:17][CH:18]=[C:19]([Cl:21])[CH:20]=2)COC)(=[O:10])=[O:9])=[CH:4][C:3]=1[C:36]([F:39])([F:38])[F:37], predict the reaction product. The product is: [Cl:1][C:2]1[CH:7]=[CH:6][C:5]([S:8]([NH:11][C:15]2[C:16]([C:22]([C:24]3[CH:29]=[CH:28][N:27]=[C:26]([N:30]4[CH2:31][CH2:32][O:33][CH2:34][CH2:35]4)[CH:25]=3)=[O:23])=[N:17][CH:18]=[C:19]([Cl:21])[CH:20]=2)(=[O:10])=[O:9])=[CH:4][C:3]=1[C:36]([F:37])([F:38])[F:39]. (3) Given the reactants [CH2:1]([O:8][N:9]1[C:15](=[O:16])[N:14]2[CH2:17][C@H:10]1[CH2:11][CH2:12][C@H:13]2[C:18]([NH:20]/[C:21](=[N:23]\[OH:24])/[CH3:22])=O)[C:2]1[CH:7]=[CH:6][CH:5]=[CH:4][CH:3]=1, predict the reaction product. The product is: [CH2:1]([O:8][N:9]1[C:15](=[O:16])[N:14]2[CH2:17][C@H:10]1[CH2:11][CH2:12][C@H:13]2[C:18]1[O:24][N:23]=[C:21]([CH3:22])[N:20]=1)[C:2]1[CH:7]=[CH:6][CH:5]=[CH:4][CH:3]=1. (4) Given the reactants C([O:8][C:9]1[CH:18]=[CH:17][C:16]2[N:15]=[C:14](N)[C:13]3[N:20]=[C:21]([CH2:24][CH2:25][CH2:26][CH3:27])[N:22]([CH3:23])[C:12]=3[C:11]=2[CH:10]=1)C1C=CC=CC=1, predict the reaction product. The product is: [CH2:24]([C:21]1[N:22]([CH3:23])[C:12]2[C:11]3[CH:10]=[C:9]([OH:8])[CH:18]=[CH:17][C:16]=3[N:15]=[CH:14][C:13]=2[N:20]=1)[CH2:25][CH2:26][CH3:27]. (5) Given the reactants N[C:2]1[S:3][C:4]([CH:11]([CH3:13])[CH3:12])=[C:5]([C:7]([O:9][CH3:10])=[O:8])[N:6]=1.N([O-])=O.[Na+], predict the reaction product. The product is: [CH3:13][CH:11]([C:4]1[S:3][CH:2]=[N:6][C:5]=1[C:7]([O:9][CH3:10])=[O:8])[CH3:12]. (6) Given the reactants C[CH2:2][N:3]([CH:7]([CH3:9])[CH3:8])[CH:4]([CH3:6])C.N1CCC1.[Br:14][C:15]1[CH:20]=[CH:19]C(C(Cl)C)=[CH:17][CH:16]=1, predict the reaction product. The product is: [Br:14][C:15]1[CH:20]=[CH:19][C:9]([CH:7]([N:3]2[CH2:2][CH2:6][CH2:4]2)[CH3:8])=[CH:17][CH:16]=1.